This data is from TCR-epitope binding with 47,182 pairs between 192 epitopes and 23,139 TCRs. The task is: Binary Classification. Given a T-cell receptor sequence (or CDR3 region) and an epitope sequence, predict whether binding occurs between them. The TCR CDR3 sequence is CASSDRQSLVQFF. The epitope is SEPVLKGVKL. Result: 0 (the TCR does not bind to the epitope).